Predict the reactants needed to synthesize the given product. From a dataset of Full USPTO retrosynthesis dataset with 1.9M reactions from patents (1976-2016). The reactants are: [F:1][C:2]1[C:7]([S:8]([CH3:11])(=[O:10])=[O:9])=[CH:6][CH:5]=[CH:4][C:3]=1[C:12]1[CH2:13][CH2:14][N:15]([C:18]([O:20][CH3:21])=[O:19])[CH2:16][CH:17]=1.Cl. Given the product [F:1][C:2]1[C:7]([S:8]([CH3:11])(=[O:10])=[O:9])=[CH:6][CH:5]=[CH:4][C:3]=1[CH:12]1[CH2:13][CH2:14][N:15]([C:18]([O:20][CH3:21])=[O:19])[CH2:16][CH2:17]1, predict the reactants needed to synthesize it.